Dataset: Experimentally validated miRNA-target interactions with 360,000+ pairs, plus equal number of negative samples. Task: Binary Classification. Given a miRNA mature sequence and a target amino acid sequence, predict their likelihood of interaction. (1) The miRNA is mmu-miR-451a with sequence AAACCGUUACCAUUACUGAGUU. The protein sequence of the target gene is MQETPSVPSNSSSHSQSVLTIQRQVSALGSSSTGPTSLKTSSTPTPGQLKTKVPNVRRMRRIISEDAEWSLAIVPLLTELCIQHIVKNFQNNPILKQLPLEHQKKVLSNLPPELPLTVTANLIDDENYWHRCCIKRWSVCHVSRHGGSWKRMFFERHLENLLKLFIPGTTDPNVILDLLPLCRNYVRRIHVDQFLPPVRMPTPLQGEEQSDSGSEGEGSEPEKDHYQLQTLVGGLKHLEELDLVYGVKDCGMNFEWNLFLFTYRDCYSLAATIKACHTLKIFKLTRSKVDDDKARILIRS.... Result: 0 (no interaction). (2) The miRNA is mmu-miR-767 with sequence UGCACCAUGGUUGUCUGAGCA. The protein sequence of the target gene is MTSLKRSQTERPLATDRASVVGTDGTPKVHTDDFYMRRFRSQNGSLGSSVMAPVGPPRSEGSHHITSTPGVPKMGVRARIADWPPRKENIKESSRSSQEIETSSCLDSLSSKSSPVSQGSSVSLNSNDSAMLKSIQNTLKNKTRPSENMDSRFLMPEAYPSSPRKALRRIRQRSNSDITISELDVDSFDECISPTYKTGPSLHREYGSTSSIDKQGTSGESFFDLLKGYKDDKSDRGPTPTKLSDFLITGGGKGSGFSLDVIDGPISQRENLRLFKEREKPLKRRSKSETGDSSIFRKLR.... Result: 0 (no interaction).